This data is from Full USPTO retrosynthesis dataset with 1.9M reactions from patents (1976-2016). The task is: Predict the reactants needed to synthesize the given product. (1) Given the product [I:11][C:10]1[C:9]([CH3:12])=[CH:8][CH:7]=[C:3]2[C:2]=1[N:1]=[CH:13][NH:15][C:4]2=[O:5], predict the reactants needed to synthesize it. The reactants are: [NH2:1][C:2]1[C:10]([I:11])=[C:9]([CH3:12])[CH:8]=[CH:7][C:3]=1[C:4](O)=[O:5].[CH:13]([NH2:15])=O. (2) Given the product [C:6]([Si:3]([CH3:5])([CH3:4])[O:10][CH2:11][C@@H:12]1[C@@H:13]([O:41][CH2:42][C:43]2[CH:48]=[CH:47][CH:46]=[CH:45][CH:44]=2)[C@H:14]([O:40][CH2:27][C:28]2[CH:33]=[CH:32][CH:31]=[CH:30][CH:29]=2)[C@@H:15]([O:39][CH2:16][C:20]2[CH:25]=[CH:24][CH:23]=[CH:22][CH:21]=2)[C@@:16]([C:20]2[CH:25]=[CH:24][C:23]([Cl:26])=[C:22]([CH2:27][C:28]3[CH:33]=[CH:32][C:31]([O:34][CH2:35][CH3:36])=[C:30]([F:37])[C:29]=3[F:38])[CH:21]=2)([O:18][CH3:19])[O:17]1)([CH3:9])([CH3:7])[CH3:8], predict the reactants needed to synthesize it. The reactants are: [H-].[Na+].[Si:3]([O:10][CH2:11][C@H:12]1[O:17][C@:16]([C:20]2[CH:25]=[CH:24][C:23]([Cl:26])=[C:22]([CH2:27][C:28]3[CH:33]=[CH:32][C:31]([O:34][CH2:35][CH3:36])=[C:30]([F:37])[C:29]=3[F:38])[CH:21]=2)([O:18][CH3:19])[C@H:15]([OH:39])[C@@H:14]([OH:40])[C@@H:13]1[OH:41])([C:6]([CH3:9])([CH3:8])[CH3:7])([CH3:5])[CH3:4].[CH2:42](Br)[C:43]1[CH:48]=[CH:47][CH:46]=[CH:45][CH:44]=1. (3) Given the product [CH:1]1([C:7]2[C:8]3[CH:24]=[CH:23][C:22]([C:25]([OH:27])=[O:26])=[CH:21][C:9]=3[N:10]3[C:16]=2[C:15]2[CH:17]=[CH:18][CH:19]=[CH:20][C:14]=2[O:13][CH2:12][CH2:11]3)[CH2:2][CH2:3][CH2:4][CH2:5][CH2:6]1, predict the reactants needed to synthesize it. The reactants are: [CH:1]1([C:7]2[C:8]3[CH:24]=[CH:23][C:22]([C:25]([O:27]C)=[O:26])=[CH:21][C:9]=3[N:10]3[C:16]=2[C:15]2[CH:17]=[CH:18][CH:19]=[CH:20][C:14]=2[O:13][CH2:12][CH2:11]3)[CH2:6][CH2:5][CH2:4][CH2:3][CH2:2]1.[OH-].[Na+].Cl.